This data is from Forward reaction prediction with 1.9M reactions from USPTO patents (1976-2016). The task is: Predict the product of the given reaction. (1) Given the reactants [CH3:1][O:2][CH2:3][CH2:4][CH2:5][OH:6].O[N:8]1[C:12](=[O:13])[C:11]2=[CH:14][CH:15]=[CH:16][CH:17]=[C:10]2[C:9]1=[O:18], predict the reaction product. The product is: [CH3:1][O:2][CH2:3][CH2:4][CH2:5][O:6][N:8]1[C:12](=[O:13])[C:11]2[C:10](=[CH:17][CH:16]=[CH:15][CH:14]=2)[C:9]1=[O:18]. (2) Given the reactants [CH2:1]1[C:10]2[C:5](=[CH:6][CH:7]=[C:8]([OH:11])[CH:9]=2)[CH2:4][CH2:3][NH:2]1.[C:12]([O:16][C:17](O[C:17]([O:16][C:12]([CH3:15])([CH3:14])[CH3:13])=[O:18])=[O:18])([CH3:15])([CH3:14])[CH3:13].CCOC(C)=O.CCCCCC, predict the reaction product. The product is: [OH:11][C:8]1[CH:9]=[C:10]2[C:5]([CH2:4][CH2:3][N:2]([C:17]([O:16][C:12]([CH3:15])([CH3:14])[CH3:13])=[O:18])[CH2:1]2)=[CH:6][CH:7]=1.